Task: Predict the reaction yield, written as a fraction of the theoretical maximum amount of product (1.0 means a 100% yield; for example, 0.34 means a 34% yield).. Dataset: Reaction yield outcomes from USPTO patents with 853,638 reactions (1) The reactants are [CH3:1][O:2][C:3]1[C:14]([N+:15]([O-:17])=[O:16])=[CH:13][C:6]2[NH:7]C(=O)[O:9][C:10](=O)[C:5]=2[CH:4]=1.C([O-])(=O)C.[NH4+:22].C(=O)(O)[O-].[Na+]. The catalyst is C(O)(=O)C. The product is [NH2:7][C:6]1[CH:13]=[C:14]([N+:15]([O-:17])=[O:16])[C:3]([O:2][CH3:1])=[CH:4][C:5]=1[C:10]([NH2:22])=[O:9]. The yield is 0.680. (2) The reactants are [CH2:1]([N:8]1[C:16]2[C:11](=[CH:12][CH:13]=[C:14]([C:17]3[CH:22]=[CH:21][CH:20]=[CH:19][CH:18]=3)[CH:15]=2)[CH:10]=[CH:9]1)[C:2]1[CH:7]=[CH:6][CH:5]=[CH:4][CH:3]=1.[C:23](Cl)(=[O:27])[C:24](Cl)=[O:25].[CH2:29]([OH:31])[CH3:30]. No catalyst specified. The product is [CH2:1]([N:8]1[C:16]2[C:11](=[CH:12][CH:13]=[C:14]([C:17]3[CH:22]=[CH:21][CH:20]=[CH:19][CH:18]=3)[CH:15]=2)[C:10]([C:23](=[O:27])[C:24]([O:31][CH2:29][CH3:30])=[O:25])=[CH:9]1)[C:2]1[CH:3]=[CH:4][CH:5]=[CH:6][CH:7]=1. The yield is 0.770.